Dataset: Forward reaction prediction with 1.9M reactions from USPTO patents (1976-2016). Task: Predict the product of the given reaction. (1) Given the reactants C([N:20]1[CH:24]=[C:23]([C:25]2[CH:30]=[CH:29][CH:28]=[CH:27][C:26]=2[OH:31])[N:22]=[CH:21]1)(C1C=CC=CC=1)(C1C=CC=CC=1)C1C=CC=CC=1.[H-].[Na+].CC1C=CC(S(O[CH2:45][C:46]2[CH:51]=[CH:50][CH:49]=[C:48]([CH2:52][NH:53][C:54](=[O:56])[CH3:55])[CH:47]=2)(=O)=O)=CC=1.N1C=CN=C1.[CH2:62](Br)[C:63]1[CH:68]=[CH:67][CH:66]=[CH:65][CH:64]=1.[OH-].[Na+], predict the reaction product. The product is: [NH:20]1[CH:24]=[C:23]([C:25]2[CH:30]=[CH:29][CH:28]=[CH:27][C:26]=2[O:31][CH2:45][C:46]2[CH:47]=[C:48]([CH:49]=[CH:50][CH:51]=2)[CH2:52][N:53]([CH2:62][C:63]2[CH:68]=[CH:67][CH:66]=[CH:65][CH:64]=2)[C:54](=[O:56])[CH3:55])[N:22]=[CH:21]1. (2) Given the reactants [CH3:1][N:2]1[C:10]2[C:5](=[CH:6][C:7]([NH:11][C:12]([NH:14][C:15]3[CH:16]=[C:17]([CH:36]=[CH:37][CH:38]=3)[O:18][C:19]3[CH:24]=[CH:23][N:22]=[C:21]([C:25]([NH:27][CH2:28][CH2:29][N:30]4[CH2:35][CH2:34][CH2:33]CC4)=[O:26])[CH:20]=3)=[O:13])=[CH:8][CH:9]=2)[CH:4]=[N:3]1.NCCN1CCCCC1, predict the reaction product. The product is: [CH3:1][N:2]1[C:10]2[C:5](=[CH:6][C:7]([NH:11][C:12]([NH:14][C:15]3[CH:16]=[C:17]([CH:36]=[CH:37][CH:38]=3)[O:18][C:19]3[CH:24]=[CH:23][N:22]=[C:21]([C:25]([NH:27][C:28]4[CH:29]=[N:30][CH:35]=[CH:34][CH:33]=4)=[O:26])[CH:20]=3)=[O:13])=[CH:8][CH:9]=2)[CH:4]=[N:3]1. (3) Given the reactants [CH3:1][C:2]1[CH:7]=[CH:6][CH:5]=[C:4]([CH3:8])[C:3]=1[C:9]1[CH:14]=[CH:13][CH:12]=[C:11]([C:15]([NH:17][C:18]2[CH:23]=[CH:22][C:21]([C:24]3[N:28]=[CH:27][N:26]([C:29]4[CH:34]=[CH:33][C:32]([O:35][C:36]([F:39])([F:38])[F:37])=[CH:31][CH:30]=4)[N:25]=3)=[CH:20][CH:19]=2)=O)[CH:10]=1.COC1C=CC(P2(=S)SP(=S)(C3C=CC(OC)=CC=3)[S:49]2)=CC=1, predict the reaction product. The product is: [CH3:1][C:2]1[CH:7]=[CH:6][CH:5]=[C:4]([CH3:8])[C:3]=1[C:9]1[CH:14]=[CH:13][CH:12]=[C:11]([C:15](=[S:49])[NH:17][C:18]2[CH:23]=[CH:22][C:21]([C:24]3[N:28]=[CH:27][N:26]([C:29]4[CH:34]=[CH:33][C:32]([O:35][C:36]([F:39])([F:38])[F:37])=[CH:31][CH:30]=4)[N:25]=3)=[CH:20][CH:19]=2)[CH:10]=1. (4) Given the reactants [CH2:1]([O:8][C:9]([N:11]1[CH2:16][CH2:15][CH:14]([NH:17][C:18]2[CH:23]=[CH:22][C:21]([C:24]([O:26][CH3:27])=[O:25])=[CH:20][CH:19]=2)[CH2:13][CH2:12]1)=[O:10])[C:2]1[CH:7]=[CH:6][CH:5]=[CH:4][CH:3]=1.N1C=CC=CC=1.C(OCC)(=O)C.[Cl:40][CH2:41][C:42](Cl)=[O:43], predict the reaction product. The product is: [CH2:1]([O:8][C:9]([N:11]1[CH2:16][CH2:15][CH:14]([N:17]([C:42](=[O:43])[CH2:41][Cl:40])[C:18]2[CH:23]=[CH:22][C:21]([C:24]([O:26][CH3:27])=[O:25])=[CH:20][CH:19]=2)[CH2:13][CH2:12]1)=[O:10])[C:2]1[CH:7]=[CH:6][CH:5]=[CH:4][CH:3]=1. (5) Given the reactants [H-].[Al+3].[Li+].[H-].[H-].[H-].[CH3:7][C:8]1[CH:17]=[CH:16][C:11]([C:12](OC)=[O:13])=[CH:10][N:9]=1.CCOC(C)=O.O, predict the reaction product. The product is: [CH3:7][C:8]1[N:9]=[CH:10][C:11]([CH2:12][OH:13])=[CH:16][CH:17]=1. (6) The product is: [C:61]1([C:23]([C:37]2[CH:38]=[C:39]3[C:44](=[CH:45][CH:46]=2)[N:43]=[C:42]([C:47]([F:48])([F:49])[F:50])[C:41]([C:51]2[CH:56]=[CH:55][CH:54]=[CH:53][CH:52]=2)=[C:40]3[C:57]([F:59])([F:60])[F:58])([CH:24]2[CH2:25][CH2:26][NH:27][CH2:28][CH2:29]2)[OH:22])[CH:66]=[CH:65][CH:64]=[CH:63][CH:62]=1.[C:15]([OH:17])([C:47]([F:50])([F:49])[F:48])=[O:16]. Given the reactants C(C1CCN([C:15]([O:17]C(C)(C)C)=[O:16])CC1)(=O)C1C=CC=CC=1.[OH:22][C:23]([C:61]1[CH:66]=[CH:65][CH:64]=[CH:63][CH:62]=1)([C:37]1[CH:38]=[C:39]2[C:44](=[CH:45][CH:46]=1)[N:43]=[C:42]([C:47]([F:50])([F:49])[F:48])[C:41]([C:51]1[CH:56]=[CH:55][CH:54]=[CH:53][CH:52]=1)=[C:40]2[C:57]([F:60])([F:59])[F:58])[CH:24]1[CH2:29][CH2:28][N:27](C(OC(C)(C)C)=O)[CH2:26][CH2:25]1, predict the reaction product. (7) Given the reactants [F:1][C:2]1[CH:3]=[CH:4][C:5](B(O)O)=[C:6]2[C:10]=1[C@H:9]([O:11][C:12]1[CH:25]=[CH:24][C:15]3[C@H:16]([CH2:19][C:20]([O:22][CH3:23])=[O:21])[CH2:17][O:18][C:14]=3[CH:13]=1)[CH2:8][CH2:7]2.[OH:29][C:30]([CH3:44])([CH3:43])[CH2:31][CH2:32][N:33]1[C:41]2[C:36](=[CH:37][C:38]([OH:42])=[CH:39][CH:40]=2)[CH:35]=[N:34]1, predict the reaction product. The product is: [CH3:23][O:22][C:20](=[O:21])[CH2:19][C@H:16]1[C:15]2[CH:24]=[CH:25][C:12]([O:11][C@H:9]3[C:10]4[C:6](=[C:5]([O:42][C:38]5[CH:37]=[C:36]6[C:41](=[CH:40][CH:39]=5)[N:33]([CH2:32][CH2:31][C:30]([OH:29])([CH3:43])[CH3:44])[N:34]=[CH:35]6)[CH:4]=[CH:3][C:2]=4[F:1])[CH2:7][CH2:8]3)=[CH:13][C:14]=2[O:18][CH2:17]1.